From a dataset of Full USPTO retrosynthesis dataset with 1.9M reactions from patents (1976-2016). Predict the reactants needed to synthesize the given product. (1) Given the product [CH3:1][O:2][C:3](=[O:22])[C:4]1[CH:9]=[CH:8][C:7]([C:10]2[CH:15]=[CH:14][C:13]([C:16]([F:19])([F:18])[F:17])=[CH:12][CH:11]=2)=[N:6][C:5]=1[CH2:20][N:25]([CH3:26])[CH3:24], predict the reactants needed to synthesize it. The reactants are: [CH3:1][O:2][C:3](=[O:22])[C:4]1[CH:9]=[CH:8][C:7]([C:10]2[CH:15]=[CH:14][C:13]([C:16]([F:19])([F:18])[F:17])=[CH:12][CH:11]=2)=[N:6][C:5]=1[CH2:20]Br.Cl.[CH3:24][NH:25][CH3:26].C(N(CC)CC)C. (2) Given the product [CH3:1][C:2]1[CH:3]=[C:4]([NH:5][Si:16]([CH3:27])([CH3:28])[C:17]2[CH:18]=[CH:19][CH2:20][C:21]3[C:25]=2[CH:24]=[C:23]([CH3:26])[CH:22]=3)[CH:6]=[C:7]([CH3:9])[CH:8]=1, predict the reactants needed to synthesize it. The reactants are: [CH3:1][C:2]1[CH:3]=[C:4]([CH:6]=[C:7]([CH3:9])[CH:8]=1)[NH2:5].[Li]CCCC.Cl[Si:16]([CH3:28])([CH3:27])[C:17]1[CH:18]=[CH:19][CH:20]=[C:21]2[C:25]=1[CH2:24][C:23]([CH3:26])=[CH:22]2. (3) Given the product [Cl:20][C:6]1[CH:5]=[N:4][CH:3]=[C:2]([Cl:1])[C:7]=1[S:8][C:9]1[S:13][C:12]([C:14]([N:24]2[CH2:25][CH2:26][CH2:27][CH:22]([OH:21])[CH2:23]2)=[O:16])=[CH:11][C:10]=1[N+:17]([O-:19])=[O:18], predict the reactants needed to synthesize it. The reactants are: [Cl:1][C:2]1[CH:3]=[N:4][CH:5]=[C:6]([Cl:20])[C:7]=1[S:8][C:9]1[S:13][C:12]([C:14]([OH:16])=O)=[CH:11][C:10]=1[N+:17]([O-:19])=[O:18].[OH:21][CH:22]1[CH2:27][CH2:26][CH2:25][NH:24][CH2:23]1. (4) Given the product [Cl:1][C:2]1[C:3]2[C:10]([C:43]3[CH:44]=[CH:45][C:40]([O:39][C:36]4[CH:37]=[CH:38][CH:33]=[CH:34][CH:35]=4)=[CH:41][CH:42]=3)=[CH:9][N:8]([CH:12]3[CH2:17][CH2:16][N:15]([C:18]([O:20][C:21]([CH3:24])([CH3:23])[CH3:22])=[O:19])[CH2:14][CH2:13]3)[C:4]=2[N:5]=[CH:6][N:7]=1, predict the reactants needed to synthesize it. The reactants are: [Cl:1][C:2]1[C:3]2[C:10](I)=[CH:9][N:8]([CH:12]3[CH2:17][CH2:16][N:15]([C:18]([O:20][C:21]([CH3:24])([CH3:23])[CH3:22])=[O:19])[CH2:14][CH2:13]3)[C:4]=2[N:5]=[CH:6][N:7]=1.CC1(C)C(C)(C)OB([C:33]2[CH:38]=[CH:37][C:36]([O:39][C:40]3[CH:45]=[CH:44][CH:43]=[CH:42][CH:41]=3)=[CH:35][CH:34]=2)O1.C(=O)([O-])[O-].[Na+].[Na+].O.